From a dataset of Reaction yield outcomes from USPTO patents with 853,638 reactions. Predict the reaction yield, written as a fraction of the theoretical maximum amount of product (1.0 means a 100% yield; for example, 0.34 means a 34% yield). (1) The reactants are [CH3:1][O:2][C:3]1[CH:4]=[C:5]2[C:10](=[CH:11][C:12]=1[O:13][CH3:14])[N:9]=[CH:8][CH:7]=[C:6]2[O:15][C:16]1[CH:22]=[CH:21][C:19]([NH2:20])=[C:18]([CH3:23])[C:17]=1[CH3:24].Cl[C:26](Cl)([O:28][C:29](=[O:35])OC(Cl)(Cl)Cl)Cl.[CH2:37](O)[CH:38]=C.C(=O)(O)[O-].[Na+]. The catalyst is C(Cl)Cl.C(N(CC)CC)C.C1(C)C=CC=CC=1. The product is [CH3:1][O:2][C:3]1[CH:4]=[C:5]2[C:10](=[CH:11][C:12]=1[O:13][CH3:14])[N:9]=[CH:8][CH:7]=[C:6]2[O:15][C:16]1[CH:22]=[CH:21][C:19]([NH:20][C:29](=[O:35])[O:28][CH2:26][CH:37]=[CH2:38])=[C:18]([CH3:23])[C:17]=1[CH3:24]. The yield is 0.750. (2) The reactants are [C:14]1(P([C:14]2[CH:19]=[CH:18][CH:17]=[CH:16][CH:15]=2)[C:14]2[CH:19]=[CH:18][CH:17]=[CH:16][CH:15]=2)[CH:19]=[CH:18][CH:17]=[CH:16][CH:15]=1.N(C(O[CH:31]([CH3:33])[CH3:32])=O)=NC(OC(C)C)=O.[C:34]([OH:37])(=[S:36])[CH3:35].[CH3:38][CH2:39][CH2:40][CH2:41][CH2:42][CH2:43]C. The catalyst is O1CCCC1. The product is [C:34](=[O:37])([S:36][CH2:38][CH2:39]/[CH:40]=[CH:41]\[CH2:42]/[CH:43]=[CH:33]\[CH2:31]/[CH:32]=[CH:15]\[CH2:16]/[CH:17]=[CH:18]\[CH2:19][CH3:14])[CH3:35]. The yield is 0.620.